Dataset: Forward reaction prediction with 1.9M reactions from USPTO patents (1976-2016). Task: Predict the product of the given reaction. (1) Given the reactants F[C:2]1[N:7]2[CH:8]=[C:9]([CH2:11][N:12]([CH2:23][CH2:24][CH3:25])[C@@H:13]3[C:22]4[N:21]=[CH:20][CH:19]=[CH:18][C:17]=4[CH2:16][CH2:15][CH2:14]3)[N:10]=[C:6]2[C:5]([F:26])=[CH:4][CH:3]=1.[CH3:27][N:28]1[CH2:33][CH2:32][NH:31][CH2:30][CH2:29]1.C([O-])([O-])=O.[Na+].[Na+], predict the reaction product. The product is: [F:26][C:5]1[C:6]2[N:7]([CH:8]=[C:9]([CH2:11][N:12]([CH2:23][CH2:24][CH3:25])[C@@H:13]3[C:22]4[N:21]=[CH:20][CH:19]=[CH:18][C:17]=4[CH2:16][CH2:15][CH2:14]3)[N:10]=2)[C:2]([N:31]2[CH2:32][CH2:33][N:28]([CH3:27])[CH2:29][CH2:30]2)=[CH:3][CH:4]=1. (2) Given the reactants [F:1][C:2]1[C:3]([C:8]2NC=CN=2)=[N:4][CH:5]=[CH:6][CH:7]=1.FC1N=C(C2NC=CN=2)C=CC=1.[Li]CCCC.FC1C=NC=CC=1.C([O:39]CC)C, predict the reaction product. The product is: [F:1][C:2]1[C:3]([CH:8]=[O:39])=[N:4][CH:5]=[CH:6][CH:7]=1. (3) Given the reactants [Br:1][C:2]1[CH:3]=[C:4]([NH:8][C@H:9]([C:12]2[CH:17]=[CH:16][CH:15]=[CH:14][CH:13]=2)[CH2:10][NH2:11])[CH:5]=[N:6][CH:7]=1.[C:18](O)(=[O:21])[CH2:19][OH:20].CN(C(ON1N=NC2C=CC=NC1=2)=[N+](C)C)C.F[P-](F)(F)(F)(F)F.O, predict the reaction product. The product is: [Br:1][C:2]1[CH:3]=[C:4]([NH:8][C@H:9]([C:12]2[CH:17]=[CH:16][CH:15]=[CH:14][CH:13]=2)[CH2:10][NH:11][C:19](=[O:20])[CH2:18][OH:21])[CH:5]=[N:6][CH:7]=1. (4) The product is: [NH2:1][C:2]1[C:3]2[S:10][CH:9]=[C:8]([C:11]([NH:13][C:14]3[CH:19]=[C:18]([NH:20][C:27](=[O:28])[C:26]4[CH:30]=[CH:31][CH:32]=[C:24]([C:23]([F:22])([F:33])[F:34])[CH:25]=4)[CH:17]=[CH:16][C:15]=3[CH3:21])=[O:12])[C:4]=2[N:5]=[CH:6][N:7]=1. Given the reactants [NH2:1][C:2]1[C:3]2[S:10][CH:9]=[C:8]([C:11]([NH:13][C:14]3[CH:19]=[C:18]([NH2:20])[CH:17]=[CH:16][C:15]=3[CH3:21])=[O:12])[C:4]=2[N:5]=[CH:6][N:7]=1.[F:22][C:23]([F:34])([F:33])[C:24]1[CH:25]=[C:26]([CH:30]=[CH:31][CH:32]=1)[C:27](Cl)=[O:28], predict the reaction product. (5) Given the reactants [Br:1][C:2]1[S:6][CH:5]=[C:4]([C:7]([OH:9])=[O:8])[CH:3]=1.[CH2:10](O)[CH3:11], predict the reaction product. The product is: [CH2:10]([O:8][C:7]([C:4]1[CH:3]=[C:2]([Br:1])[S:6][CH:5]=1)=[O:9])[CH3:11]. (6) The product is: [F:1][C:2]1[CH:3]=[C:4]([NH:8][CH:9]([C:12]2[CH:17]=[CH:16][CH:15]=[CH:14][C:13]=2[CH3:18])[C:19]([OH:22])=[O:20])[CH:5]=[CH:6][CH:7]=1. Given the reactants [F:1][C:2]1[CH:3]=[C:4]([NH:8][CH:9]([C:12]2[CH:17]=[CH:16][CH:15]=[CH:14][C:13]=2[CH3:18])C#N)[CH:5]=[CH:6][CH:7]=1.[C:19]([O-:22])([O-])=[O:20].[K+].[K+].OO.[OH-].[Na+], predict the reaction product.